From a dataset of Catalyst prediction with 721,799 reactions and 888 catalyst types from USPTO. Predict which catalyst facilitates the given reaction. (1) Product: [CH:1]1[C:10]2[C:5](=[C:6]([NH:11][CH:12]3[CH2:17][CH2:16][CH:15]([NH:27][CH2:26][CH2:25][C:19]4[CH:24]=[CH:23][CH:22]=[CH:21][CH:20]=4)[CH2:14][CH2:13]3)[CH:7]=[CH:8][CH:9]=2)[CH:4]=[CH:3][N:2]=1. The catalyst class is: 5. Reactant: [CH:1]1[C:10]2[C:5](=[C:6]([NH:11][CH:12]3[CH2:17][CH2:16][C:15](=O)[CH2:14][CH2:13]3)[CH:7]=[CH:8][CH:9]=2)[CH:4]=[CH:3][N:2]=1.[C:19]1([CH2:25][CH2:26][NH2:27])[CH:24]=[CH:23][CH:22]=[CH:21][CH:20]=1.C(O[BH-](OC(=O)C)OC(=O)C)(=O)C.[Na+].Cl.CO. (2) Product: [NH2:23][C:21]1[N:20]=[CH:19][N:18]=[C:17]2[N:16]([C@@H:24]3[CH2:29][CH2:28][CH2:27][N:26]([C:30](=[O:32])[CH3:31])[CH2:25]3)[N:15]=[C:14]([C:11]3[CH:10]=[CH:9][C:8]([O:1][C:2]4[CH:7]=[CH:6][CH:5]=[CH:4][CH:3]=4)=[CH:13][CH:12]=3)[C:22]=12. Reactant: [O:1]([C:8]1[CH:13]=[CH:12][C:11]([C:14]2[C:22]3[C:17](=[N:18][CH:19]=[N:20][C:21]=3[NH2:23])[N:16]([C@@H:24]3[CH2:29][CH2:28][CH2:27][NH:26][CH2:25]3)[N:15]=2)=[CH:10][CH:9]=1)[C:2]1[CH:7]=[CH:6][CH:5]=[CH:4][CH:3]=1.[C:30](OC(=O)C)(=[O:32])[CH3:31].CCN(C(C)C)C(C)C.C(#N)C. The catalyst class is: 20. (3) Reactant: [CH2:1]([C@H:8]1[N:13]([C:14]([C:16]2[N:17]=[CH:18][N:19]([C@H:27]3[CH2:32][CH2:31][CH2:30][CH2:29][C:28]3([OH:36])[CH2:33][CH2:34][OH:35])[C:20]=2[C:21]2[CH:26]=[CH:25][CH:24]=[CH:23][CH:22]=2)=[O:15])[CH2:12][CH2:11][N:10]([C:37]([O:39][C:40]([CH3:43])([CH3:42])[CH3:41])=[O:38])[CH2:9]1)[C:2]1[CH:7]=[CH:6][CH:5]=[CH:4][CH:3]=1.[H-].[Na+].[CH3:46]I. Product: [CH2:1]([C@H:8]1[N:13]([C:14]([C:16]2[N:17]=[CH:18][N:19]([C@H:27]3[CH2:32][CH2:31][CH2:30][CH2:29][C:28]3([OH:36])[CH2:33][CH2:34][O:35][CH3:46])[C:20]=2[C:21]2[CH:26]=[CH:25][CH:24]=[CH:23][CH:22]=2)=[O:15])[CH2:12][CH2:11][N:10]([C:37]([O:39][C:40]([CH3:43])([CH3:42])[CH3:41])=[O:38])[CH2:9]1)[C:2]1[CH:7]=[CH:6][CH:5]=[CH:4][CH:3]=1. The catalyst class is: 3. (4) Reactant: O1CCCCC1[N:7]1[C:15]2[C:10](=[CH:11][C:12]([C:16]([NH2:18])=[O:17])=[CH:13][CH:14]=2)[C:9]([C:19]2[CH:24]=[CH:23][CH:22]=[C:21]([NH:25][C:26](=[O:35])[CH2:27][CH2:28][CH:29]3[CH2:34][CH2:33][CH2:32][NH:31][CH2:30]3)[CH:20]=2)=[N:8]1. Product: [NH:31]1[CH2:32][CH2:33][CH2:34][CH:29]([CH2:28][CH2:27][C:26]([NH:25][C:21]2[CH:20]=[C:19]([C:9]3[C:10]4[C:15](=[CH:14][CH:13]=[C:12]([C:16]([NH2:18])=[O:17])[CH:11]=4)[NH:7][N:8]=3)[CH:24]=[CH:23][CH:22]=2)=[O:35])[CH2:30]1. The catalyst class is: 11. (5) Reactant: [C:1]1([C:7]2[N:8]([CH2:12][C:13]3[CH:14]=[C:15]([C:19]4[CH:23]=[C:22]([CH2:24][CH:25]([CH3:27])[CH3:26])[S:21][C:20]=4[S:28]([NH:31]C(C)(C)C)(=[O:30])=[O:29])[CH:16]=[CH:17][CH:18]=3)[CH:9]=[CH:10][N:11]=2)[CH:6]=[CH:5][CH:4]=[CH:3][CH:2]=1.B(Cl)(Cl)Cl.C([O-])([O-])=O.[Na+].[Na+].Cl[C:47]([O:49][CH2:50][CH2:51][CH2:52][CH3:53])=[O:48]. Product: [CH2:50]([O:49][C:47]([NH:31][S:28]([C:20]1[S:21][C:22]([CH2:24][CH:25]([CH3:27])[CH3:26])=[CH:23][C:19]=1[C:15]1[CH:16]=[CH:17][CH:18]=[C:13]([CH2:12][N:8]2[CH:9]=[CH:10][N:11]=[C:7]2[C:1]2[CH:6]=[CH:5][CH:4]=[CH:3][CH:2]=2)[CH:14]=1)(=[O:29])=[O:30])=[O:48])[CH2:51][CH2:52][CH3:53]. The catalyst class is: 34. (6) Reactant: [CH3:1][O:2][C:3]1[CH:4]=[C:5]([S:9][CH2:10][C:11]([C:13]2[CH:14]=[N:15][CH:16]=[CH:17][CH:18]=2)=O)[CH:6]=[CH:7][CH:8]=1.[OH-].[Na+]. Product: [CH3:1][O:2][C:3]1[CH:8]=[CH:7][C:6]2[C:11]([C:13]3[CH:14]=[N:15][CH:16]=[CH:17][CH:18]=3)=[CH:10][S:9][C:5]=2[CH:4]=1. The catalyst class is: 6. (7) Reactant: Cl[CH2:2][C:3]1[CH:8]=[CH:7][C:6]([O:9][S:10]([C:13]2[CH:18]=[CH:17][C:16]([CH3:19])=[CH:15][CH:14]=2)(=[O:12])=[O:11])=[C:5]([O:20][S:21]([C:24]2[CH:29]=[CH:28][C:27]([CH3:30])=[CH:26][CH:25]=2)(=[O:23])=[O:22])[CH:4]=1.[CH3:31][O:32][C:33]1[CH:38]=[CH:37][C:36]([OH:39])=[CH:35][CH:34]=1.[Na+].[I-].C([O-])([O-])=O.[K+].[K+]. Product: [CH3:31][O:32][C:33]1[CH:38]=[CH:37][C:36]([O:39][CH2:2][C:3]2[CH:8]=[CH:7][C:6]([O:9][S:10]([C:13]3[CH:18]=[CH:17][C:16]([CH3:19])=[CH:15][CH:14]=3)(=[O:12])=[O:11])=[C:5]([O:20][S:21]([C:24]3[CH:29]=[CH:28][C:27]([CH3:30])=[CH:26][CH:25]=3)(=[O:23])=[O:22])[CH:4]=2)=[CH:35][CH:34]=1. The catalyst class is: 692. (8) Reactant: [NH2:1][C:2]1[CH:7]=[CH:6][CH:5]=[CH:4][C:3]=1[CH2:8][CH2:9][OH:10].[C:11](N1C=CN=C1)(N1C=CN=C1)=[O:12]. Product: [NH:1]1[C:2]2[CH:7]=[CH:6][CH:5]=[CH:4][C:3]=2[CH2:8][CH2:9][O:10][C:11]1=[O:12]. The catalyst class is: 23. (9) Reactant: [F:1][C:2]([F:13])([F:12])[C:3]1[C:4]2[CH2:11][O:10][CH2:9][CH2:8][C:5]=2[NH:6][N:7]=1.C(=O)([O-])[O-].[K+].[K+].Br[C:21]1[CH:26]=[CH:25][C:24]([CH2:27][C:28]([N:30]2[CH2:34][CH2:33][CH2:32][CH2:31]2)=[O:29])=[C:23]([F:35])[CH:22]=1.CN(C)CC(O)=O. The catalyst class is: 419. Product: [F:35][C:23]1[CH:22]=[C:21]([N:6]2[C:5]3[CH2:8][CH2:9][O:10][CH2:11][C:4]=3[C:3]([C:2]([F:12])([F:1])[F:13])=[N:7]2)[CH:26]=[CH:25][C:24]=1[CH2:27][C:28](=[O:29])[N:30]1[CH2:31][CH2:32][CH2:33][CH2:34]1. (10) Reactant: CC1(C)C(C)(C)OB([C:9]2[CH2:14][CH2:13][N:12]([C:15]([O:17][C:18]([CH3:21])([CH3:20])[CH3:19])=[O:16])[CH2:11][CH:10]=2)O1.Cl[C:24]1[CH:29]=[CH:28][CH:27]=[C:26]([N+:30]([O-:32])=[O:31])[N:25]=1. Product: [N+:30]([C:26]1[N:25]=[C:24]([C:9]2[CH2:14][CH2:13][N:12]([C:15]([O:17][C:18]([CH3:19])([CH3:20])[CH3:21])=[O:16])[CH2:11][CH:10]=2)[CH:29]=[CH:28][CH:27]=1)([O-:32])=[O:31]. The catalyst class is: 9.